Task: Predict which catalyst facilitates the given reaction.. Dataset: Catalyst prediction with 721,799 reactions and 888 catalyst types from USPTO (1) Reactant: [NH2:1][C:2]1[C:7]([NH2:8])=[CH:6][CH:5]=[CH:4][C:3]=1[N+:9]([O-:11])=[O:10].[CH3:12][C:13]1[CH:18]=[CH:17][C:16]([C:19]([C:21]([C:23]2[CH:28]=[CH:27][C:26]([CH3:29])=[CH:25][CH:24]=2)=O)=O)=[CH:15][CH:14]=1. Product: [CH3:12][C:13]1[CH:18]=[CH:17][C:16]([C:19]2[C:21]([C:23]3[CH:24]=[CH:25][C:26]([CH3:29])=[CH:27][CH:28]=3)=[N:1][C:2]3[C:7](=[CH:6][CH:5]=[CH:4][C:3]=3[N+:9]([O-:11])=[O:10])[N:8]=2)=[CH:15][CH:14]=1. The catalyst class is: 404. (2) Reactant: [CH3:1][C:2]1([CH3:28])[S:7][CH2:6][CH2:5][N:4]([S:8]([C:11]2[CH:16]=[CH:15][C:14]([O:17][CH2:18][C:19]#[CH:20])=[CH:13][CH:12]=2)(=[O:10])=[O:9])[C@H:3]1[C:21]([O:23]C(C)(C)C)=[O:22].Cl. Product: [CH3:1][C:2]1([CH3:28])[S:7][CH2:6][CH2:5][N:4]([S:8]([C:11]2[CH:12]=[CH:13][C:14]([O:17][CH2:18][C:19]#[CH:20])=[CH:15][CH:16]=2)(=[O:9])=[O:10])[C@H:3]1[C:21]([OH:23])=[O:22]. The catalyst class is: 4. (3) Reactant: ClC1C=[C:4](C=CC=1)[C:5]([O:7]O)=[O:6].[Cl:12][C:13]1[CH:18]=[CH:17][CH:16]=[CH:15][C:14]=1[N:19]1[C:28]2[CH:27]=[CH:26][CH:25]=[CH:24][C:23]=2[C:22]2[N:29]=[C:30](SC)[N:31]=[CH:32][C:21]=2[C:20]1=[O:35].[CH3:36][N:37]1[CH2:42][CH2:41][N:40]([C:43]2[CH:49]=[CH:48][C:46]([NH2:47])=[CH:45][CH:44]=2)[CH2:39][CH2:38]1.CCN(C(C)C)C(C)C. Product: [C:5]([O-:7])(=[O:6])[CH3:4].[NH4+:19].[Cl:12][C:13]1[CH:18]=[CH:17][CH:16]=[CH:15][C:14]=1[N:19]1[C:28]2[CH:27]=[CH:26][CH:25]=[CH:24][C:23]=2[C:22]2[N:29]=[C:30]([NH:47][C:46]3[CH:45]=[CH:44][C:43]([N:40]4[CH2:39][CH2:38][N:37]([CH3:36])[CH2:42][CH2:41]4)=[CH:49][CH:48]=3)[N:31]=[CH:32][C:21]=2[C:20]1=[O:35]. The catalyst class is: 11. (4) Product: [Cl:14][C:11]1[S:10][C:9]([C@@H:7]2[CH2:8][C@H:6]2[CH:4]([NH:3][O:2][CH3:1])[CH3:5])=[CH:13][CH:12]=1. Reactant: [CH3:1][O:2][N:3]=[C:4]([C@@H:6]1[CH2:8][C@H:7]1[C:9]1[S:10][C:11]([Cl:14])=[CH:12][CH:13]=1)[CH3:5].C([BH3-])#N.[Na+]. The catalyst class is: 15. (5) Reactant: [CH2:1]([C@H:5]1[CH2:10][C@H:9]([C:11]2[O:15][NH:14][C:13](=[O:16])[CH:12]=2)[CH2:8][CH2:7][N:6]1C(OC)=O)[CH:2]([CH3:4])[CH3:3]. Product: [CH2:1]([C@H:5]1[CH2:10][C@H:9]([C:11]2[O:15][NH:14][C:13](=[O:16])[CH:12]=2)[CH2:8][CH2:7][NH:6]1)[CH:2]([CH3:4])[CH3:3]. The catalyst class is: 201. (6) Reactant: [CH3:1][C:2]1[C:3]([CH3:22])=[CH:4][C:5]2[N:14]([CH2:15][C:16]([OH:18])=O)[C:13]3[C:8]([C:9](=[O:20])[NH:10][C:11](=[O:19])[N:12]=3)=[N:7][C:6]=2[CH:21]=1.[CH2:23]([O:25][P:26]([CH2:31][CH2:32][CH2:33][NH2:34])(=[O:30])[O:27][CH2:28][CH3:29])[CH3:24].CCN(C(C)C)C(C)C.CN(C(ON1N=NC2C=CC=NC1=2)=[N+](C)C)C.F[P-](F)(F)(F)(F)F. Product: [CH2:28]([O:27][P:26]([CH2:31][CH2:32][CH2:33][NH:34][C:16](=[O:18])[CH2:15][N:14]1[C:13]2[C:8]([C:9](=[O:20])[NH:10][C:11](=[O:19])[N:12]=2)=[N:7][C:6]2[CH:21]=[C:2]([CH3:1])[C:3]([CH3:22])=[CH:4][C:5]1=2)(=[O:30])[O:25][CH2:23][CH3:24])[CH3:29]. The catalyst class is: 18. (7) Reactant: C([C@H]1COC(=O)N1[C:14](=[O:32])[C@@H:15]([O:24][C:25]1[CH:30]=[CH:29][C:28]([CH3:31])=[CH:27][CH:26]=1)[CH2:16][C:17]1[CH:22]=[CH:21][C:20]([OH:23])=[CH:19][CH:18]=1)C1C=CC=CC=1.[OH-].[Li+].OO.S(S([O-])=O)([O-])=[O:38].[Na+].[Na+]. Product: [OH:23][C:20]1[CH:19]=[CH:18][C:17]([CH2:16][C@H:15]([O:24][C:25]2[CH:26]=[CH:27][C:28]([CH3:31])=[CH:29][CH:30]=2)[C:14]([OH:32])=[O:38])=[CH:22][CH:21]=1. The catalyst class is: 5. (8) Reactant: Cl[C:2]1[N:7]=[C:6]([NH:8][CH:9]2[CH2:25][CH2:24][C:12]3([CH2:16][N:15]([C:17]([O:19][C:20]([CH3:23])([CH3:22])[CH3:21])=[O:18])[CH2:14][CH2:13]3)[CH2:11][CH2:10]2)[CH:5]=[CH:4][N:3]=1.[CH3:26][N:27]1[CH:31]=[C:30]([NH2:32])[CH:29]=[N:28]1.CCN(C(C)C)C(C)C. Product: [CH3:26][N:27]1[CH:31]=[C:30]([NH:32][C:2]2[N:7]=[C:6]([NH:8][CH:9]3[CH2:10][CH2:11][C:12]4([CH2:16][N:15]([C:17]([O:19][C:20]([CH3:22])([CH3:21])[CH3:23])=[O:18])[CH2:14][CH2:13]4)[CH2:24][CH2:25]3)[CH:5]=[CH:4][N:3]=2)[CH:29]=[N:28]1. The catalyst class is: 114. (9) Reactant: [O:1]1[C:5]2[CH:6]=[CH:7][CH:8]=[CH:9][C:4]=2[C:3](=O)[CH2:2]1.Cl.[CH3:12][O:13][NH2:14].C([O-])(=O)C.[Na+]. Product: [CH3:12][O:13][N:14]=[C:3]1[C:4]2[CH:9]=[CH:8][CH:7]=[CH:6][C:5]=2[O:1][CH2:2]1. The catalyst class is: 5. (10) Reactant: Br[C:2]1[N:6]2[CH:7]=[CH:8][C:9]([C:11]3[CH:12]=[C:13]([CH:18]=[CH:19][CH:20]=3)[C:14]([NH:16][CH3:17])=[O:15])=[CH:10][C:5]2=[N:4][CH:3]=1.[N:21]1([C:26]2[CH:27]=[C:28](B(O)O)[CH:29]=[CH:30][CH:31]=2)[CH:25]=[CH:24][CH:23]=[N:22]1.O.C([O-])([O-])=O.[Na+].[Na+]. Product: [CH3:17][NH:16][C:14](=[O:15])[C:13]1[CH:18]=[CH:19][CH:20]=[C:11]([C:9]2[CH:8]=[CH:7][N:6]3[C:2]([C:30]4[CH:29]=[CH:28][CH:27]=[C:26]([N:21]5[CH:25]=[CH:24][CH:23]=[N:22]5)[CH:31]=4)=[CH:3][N:4]=[C:5]3[CH:10]=2)[CH:12]=1. The catalyst class is: 628.